This data is from Full USPTO retrosynthesis dataset with 1.9M reactions from patents (1976-2016). The task is: Predict the reactants needed to synthesize the given product. (1) Given the product [NH2:1][C:2]1[C:11]2[C:6](=[C:7]([C:22]3[CH:23]=[N:24][CH:25]=[CH:26][C:21]=3[O:20][CH3:19])[CH:8]=[CH:9][CH:10]=2)[N:5]=[N:4][C:3]=1[C:13]([NH:15][CH:16]1[CH2:18][CH2:17]1)=[O:14], predict the reactants needed to synthesize it. The reactants are: [NH2:1][C:2]1[C:11]2[C:6](=[C:7](Br)[CH:8]=[CH:9][CH:10]=2)[N:5]=[N:4][C:3]=1[C:13]([NH:15][CH:16]1[CH2:18][CH2:17]1)=[O:14].[CH3:19][O:20][C:21]1[CH:26]=[CH:25][N:24]=[CH:23][C:22]=1B(O)O. (2) Given the product [CH3:1][C@:2]1([CH2:5][C:6]([O:8][CH3:9])=[O:7])[CH2:4][O:3]1.[C:10]([CH2:4][C@@:2]([OH:3])([CH3:1])[CH2:5][C:6]([O:8][CH3:9])=[O:7])#[N:11], predict the reactants needed to synthesize it. The reactants are: [CH3:1][C:2]1([CH2:5][C:6]([O:8][CH3:9])=[O:7])[CH2:4][O:3]1.[C-:10]#[N:11].[Na+]. (3) Given the product [C:61]1([C:55]2[CH:56]=[CH:57][CH:58]=[CH:59][CH:60]=2)[CH:66]=[CH:65][CH:64]=[C:63]([O:67][CH2:36][CH2:37][N:28]2[CH:29]=[CH:30][N:31]=[C:26]([N:23]3[CH2:22][CH2:21][NH:20][CH2:25][CH2:24]3)[C:27]2=[O:32])[CH:62]=1, predict the reactants needed to synthesize it. The reactants are: CN(C(/N=N/C(N(C)C)=O)=O)C.C(OC([N:20]1[CH2:25][CH2:24][N:23]([C:26]2[C:27]([O:32]CCO)=[N:28][CH:29]=[CH:30][N:31]=2)[CH2:22][CH2:21]1)=O)(C)(C)C.[C:36]1(P(C2C=CC=CC=2)C2C=CC=CC=2)C=CC=C[CH:37]=1.[C:55]1([C:61]2[CH:62]=[C:63]([OH:67])[CH:64]=[CH:65][CH:66]=2)[CH:60]=[CH:59][CH:58]=[CH:57][CH:56]=1. (4) Given the product [CH3:18][NH:19][C:14](=[O:16])[CH2:13][N:9]1[C:10]2[C:6](=[CH:5][C:4]([N+:1]([O-:3])=[O:2])=[CH:12][CH:11]=2)[C:7](=[O:17])[NH:8]1, predict the reactants needed to synthesize it. The reactants are: [N+:1]([C:4]1[CH:5]=[C:6]2[C:10](=[CH:11][CH:12]=1)[N:9]([CH2:13][C:14]([OH:16])=O)[NH:8][C:7]2=[O:17])([O-:3])=[O:2].[CH3:18][N:19](C(ON1N=NC2C=CC=CC1=2)=[N+](C)C)C.[B-](F)(F)(F)F.CN. (5) The reactants are: [CH2:1]([O:3][C:4]([C:6]1[CH:15]=[CH:14][C:13]2[C:8](=[C:9]([C:17]3[C:26]4[C:21](=[CH:22][CH:23]=[CH:24][CH:25]=4)[CH:20]=[CH:19][CH:18]=3)[CH:10]=[C:11](I)[CH:12]=2)[N:7]=1)=[O:5])[CH3:2].[S:27]1[CH:31]=[CH:30][C:29](B(O)O)=[CH:28]1.C([O-])([O-])=O.[Na+].[Na+].O. Given the product [CH2:1]([O:3][C:4]([C:6]1[CH:15]=[CH:14][C:13]2[C:8](=[C:9]([C:17]3[C:26]4[C:21](=[CH:22][CH:23]=[CH:24][CH:25]=4)[CH:20]=[CH:19][CH:18]=3)[CH:10]=[C:11]([C:29]3[CH:30]=[CH:31][S:27][CH:28]=3)[CH:12]=2)[N:7]=1)=[O:5])[CH3:2], predict the reactants needed to synthesize it. (6) Given the product [O:4]1[CH2:5][CH2:6][N:1]([C:14]2[N:19]=[C:18]([O:20][C:21]3[CH:48]=[CH:47][CH:46]=[CH:45][C:22]=3[CH2:23][NH:24][C:25]([NH:27][C:28]3[N:32]([C:33]4[CH:38]=[CH:37][CH:36]=[C:35]([S:39][CH3:40])[CH:34]=4)[N:31]=[C:30]([C:41]([CH3:42])([CH3:43])[CH3:44])[CH:29]=3)=[O:26])[CH:17]=[CH:16][N:15]=2)[CH2:2][CH2:3]1, predict the reactants needed to synthesize it. The reactants are: [NH:1]1[CH2:6][CH2:5][O:4][CH2:3][CH2:2]1.C(=O)([O-])[O-].[Na+].[Na+].Cl[C:14]1[N:19]=[C:18]([O:20][C:21]2[CH:48]=[CH:47][CH:46]=[CH:45][C:22]=2[CH2:23][NH:24][C:25]([NH:27][C:28]2[N:32]([C:33]3[CH:38]=[CH:37][CH:36]=[C:35]([S:39][CH3:40])[CH:34]=3)[N:31]=[C:30]([C:41]([CH3:44])([CH3:43])[CH3:42])[CH:29]=2)=[O:26])[CH:17]=[CH:16][N:15]=1. (7) Given the product [Cl:1][C:2]1[CH:7]=[CH:6][CH:5]=[CH:4][C:3]=1[CH2:8][N:9]1[C:10]([OH:30])=[C:11]([C:26]([NH:36][CH2:35][C:34]2[CH:37]=[CH:38][C:39]([Cl:40])=[C:32]([Cl:31])[CH:33]=2)=[O:27])[C:12]([OH:25])=[C:13]([C:16]([NH:18][CH2:19][C:20]([OH:22])=[O:21])=[O:17])[C:14]1=[O:15], predict the reactants needed to synthesize it. The reactants are: [Cl:1][C:2]1[CH:7]=[CH:6][CH:5]=[CH:4][C:3]=1[CH2:8][N:9]1[C:14](=[O:15])[C:13]([C:16]([NH:18][CH2:19][C:20]([O:22]CC)=[O:21])=[O:17])=[C:12]([OH:25])[C:11]([C:26](OC)=[O:27])=[C:10]1[OH:30].[Cl:31][C:32]1[CH:33]=[C:34]([CH:37]=[CH:38][C:39]=1[Cl:40])[CH2:35][NH2:36]. (8) The reactants are: [C:1]([O:5][C:6]([N:8]([CH3:10])[NH2:9])=[O:7])([CH3:4])([CH3:3])[CH3:2].[Cl:11][C:12]1[CH:17]=[CH:16][C:15]([F:18])=[CH:14][C:13]=1B(O)O.C(N(CC)CC)C. Given the product [C:1]([O:5][C:6]([N:8]([CH3:10])[NH:9][C:17]1[CH:16]=[C:15]([F:18])[CH:14]=[CH:13][C:12]=1[Cl:11])=[O:7])([CH3:4])([CH3:3])[CH3:2], predict the reactants needed to synthesize it. (9) Given the product [CH3:48][O:49][C:50](=[O:76])[C@@H:51]([NH:60][C:61]1[CH:66]=[CH:65][CH:64]=[CH:63][C:62]=1[C:37](=[O:38])[C:30]1[CH:31]=[CH:32][CH:33]=[CH:34][CH:35]=1)[CH2:52][C:53]1[CH:54]=[CH:55][C:56]([O:16][CH2:15][CH2:14][N:12]2[C:13]3[CH:1]=[N:2][CH:3]=[CH:4][C:5]=3[C:6]3[C:11]2=[CH:10][CH:9]=[CH:8][CH:7]=3)=[CH:57][CH:58]=1, predict the reactants needed to synthesize it. The reactants are: [CH:1]1[C:13]2[N:12]([CH2:14][CH2:15][OH:16])[C:11]3[C:6](=[CH:7][CH:8]=[CH:9][CH:10]=3)[C:5]=2[CH:4]=[CH:3][N:2]=1.[C:30]1(P([C:30]2[CH:35]=[CH:34][CH:33]=[CH:32][CH:31]=2)[C:30]2[CH:35]=[CH:34][CH:33]=[CH:32][CH:31]=2)[CH:35]=[CH:34][CH:33]=[CH:32][CH:31]=1.C[CH2:37][O:38]C(/N=N/C(OCC)=O)=O.[CH3:48][O:49][C:50](=[O:76])[C@@H:51]([NH:60][C:61]1[CH:66]=[CH:65][CH:64]=[CH:63][C:62]=1OC(=O)C1C=CC=CC=1)[CH2:52][C:53]1[CH:58]=[CH:57][C:56](O)=[CH:55][CH:54]=1. (10) Given the product [CH3:1][C:2]1[N:6]([CH2:7][C:8]2[CH:9]=[CH:10][CH:11]=[C:12]3[C:17]=2[N:16]=[CH:15][CH:14]=[CH:13]3)[C:5]2[CH:18]=[C:19]([N:26]3[CH2:31][CH2:30][O:29][CH2:28][CH2:27]3)[CH:20]=[C:21]([C:22]([OH:24])=[O:23])[C:4]=2[N:3]=1, predict the reactants needed to synthesize it. The reactants are: [CH3:1][C:2]1[N:6]([CH2:7][C:8]2[CH:9]=[CH:10][CH:11]=[C:12]3[C:17]=2[N:16]=[CH:15][CH:14]=[CH:13]3)[C:5]2[CH:18]=[C:19]([N:26]3[CH2:31][CH2:30][O:29][CH2:28][CH2:27]3)[CH:20]=[C:21]([C:22]([O:24]C)=[O:23])[C:4]=2[N:3]=1.[Li+].[OH-].